This data is from Forward reaction prediction with 1.9M reactions from USPTO patents (1976-2016). The task is: Predict the product of the given reaction. (1) Given the reactants [NH2:1][C:2]1[CH:7]=[CH:6][C:5]([OH:8])=[CH:4][CH:3]=1.[CH3:9][N:10]1[C:14]([CH3:15])=[C:13]([C:16](O)=[O:17])[C:12](=[O:19])[N:11]1[C:20]1[CH:25]=[CH:24][CH:23]=[CH:22][CH:21]=1.CCN=C=NCCCN(C)C.C1C=NC2N(O)N=NC=2C=1, predict the reaction product. The product is: [OH:8][C:5]1[CH:6]=[CH:7][C:2]([NH:1][C:16]([C:13]2[C:12](=[O:19])[N:11]([C:20]3[CH:21]=[CH:22][CH:23]=[CH:24][CH:25]=3)[N:10]([CH3:9])[C:14]=2[CH3:15])=[O:17])=[CH:3][CH:4]=1. (2) Given the reactants [C:1]1([S:7]([C:10]2[CH:15]=[CH:14][C:13]([OH:16])=[CH:12][CH:11]=2)(=[O:9])=[O:8])[CH:6]=[CH:5][CH:4]=[CH:3][CH:2]=1.[F:17][C:18]([F:31])([F:30])[S:19](O[S:19]([C:18]([F:31])([F:30])[F:17])(=[O:21])=[O:20])(=[O:21])=[O:20], predict the reaction product. The product is: [F:17][C:18]([F:31])([F:30])[S:19]([O:16][C:13]1[CH:12]=[CH:11][C:10]([S:7]([C:1]2[CH:6]=[CH:5][CH:4]=[CH:3][CH:2]=2)(=[O:8])=[O:9])=[CH:15][CH:14]=1)(=[O:21])=[O:20]. (3) Given the reactants [CH:1]1([CH2:4][O:5][NH:6][C:7]([C:9]2[C:27]([NH:28][C:29]3[CH:34]=[CH:33][C:32]([Br:35])=[CH:31][C:30]=3[CH3:36])=[C:26]([F:37])[C:12]3[N:13]=[CH:14][N:15]([CH2:16][CH2:17][CH2:18][CH2:19][N:20]4[CH2:25][CH2:24][S:23][CH2:22][CH2:21]4)[C:11]=3[CH:10]=2)=[O:8])[CH2:3][CH2:2]1.[OH2:38].CC(C)=O.C[OH:44].C[N+]1([O-])CCOCC1, predict the reaction product. The product is: [CH:1]1([CH2:4][O:5][NH:6][C:7]([C:9]2[C:27]([NH:28][C:29]3[CH:34]=[CH:33][C:32]([Br:35])=[CH:31][C:30]=3[CH3:36])=[C:26]([F:37])[C:12]3[N:13]=[CH:14][N:15]([CH2:16][CH2:17][CH2:18][CH2:19][N:20]4[CH2:25][CH2:24][S:23](=[O:44])(=[O:38])[CH2:22][CH2:21]4)[C:11]=3[CH:10]=2)=[O:8])[CH2:3][CH2:2]1. (4) Given the reactants [OH:1][C:2]1[CH:26]=[CH:25][CH:24]=[CH:23][C:3]=1[CH2:4][N:5]1[CH2:9][CH2:8][N:7]([C@@H:10]([C:18]([CH3:21])([CH3:20])[CH3:19])[C:11]([O:13]C(C)(C)C)=[O:12])[C:6]1=[O:22].FC(F)(F)C(O)=O, predict the reaction product. The product is: [OH:1][C:2]1[CH:26]=[CH:25][CH:24]=[CH:23][C:3]=1[CH2:4][N:5]1[CH2:9][CH2:8][N:7]([C@@H:10]([C:18]([CH3:20])([CH3:21])[CH3:19])[C:11]([OH:13])=[O:12])[C:6]1=[O:22]. (5) Given the reactants [I-:1].[Na+].[NH2:3][C:4]1[CH:9]=[CH:8][C:7](Br)=[CH:6][C:5]=1[NH:11][C:12]1[CH:17]=[CH:16][N:15]=[C:14]([NH2:18])[N:13]=1.O1CCOCC1.CNCCNC, predict the reaction product. The product is: [NH2:3][C:4]1[CH:9]=[CH:8][C:7]([I:1])=[CH:6][C:5]=1[NH:11][C:12]1[CH:17]=[CH:16][N:15]=[C:14]([NH2:18])[N:13]=1. (6) Given the reactants [OH:1][S:2]([OH:5])(=[O:4])=[O:3].O.[F:7][C:8]1[CH:13]=[C:12]([F:14])[CH:11]=[CH:10][C:9]=1[C:15]1[CH:20]=[CH:19][CH:18]=[C:17]([N:21]2[CH2:26][CH2:25][C:24]([CH2:33][CH2:34][OH:35])([C:27]3[CH:32]=[CH:31][CH:30]=[CH:29][CH:28]=3)[O:23][C:22]2=[O:36])[CH:16]=1.CC(C)=[O:39].OS(O)(=O)=O.[O:46]=[Cr:47](=[O:49])=[O:48], predict the reaction product. The product is: [CH3:25][C:24]([CH3:27])=[O:23].[OH:4][S:2]([OH:5])(=[O:3])=[O:1].[O:46]=[Cr:47](=[O:49])=[O:48].[F:7][C:8]1[CH:13]=[C:12]([F:14])[CH:11]=[CH:10][C:9]=1[C:15]1[CH:20]=[CH:19][CH:18]=[C:17]([N:21]2[CH2:26][CH2:25][C:24]([CH2:33][C:34]([OH:39])=[O:35])([C:27]3[CH:32]=[CH:31][CH:30]=[CH:29][CH:28]=3)[O:23][C:22]2=[O:36])[CH:16]=1. (7) Given the reactants [CH3:1][O:2][C:3]1[CH:11]=[CH:10][CH:9]=[C:8]([CH2:12][CH2:13][CH2:14][CH2:15][CH2:16][CH2:17][CH2:18][CH2:19][CH2:20][CH2:21][CH2:22][CH2:23][CH2:24][CH2:25][CH3:26])[C:4]=1[C:5](Cl)=[O:6].[NH2:27][C:28]1[CH:29]=[CH:30][C:31]([N+:38]([O-:40])=[O:39])=[C:32]([C:34]([F:37])([F:36])[F:35])[CH:33]=1.C(N(CC)CC)C, predict the reaction product. The product is: [CH3:1][O:2][C:3]1[CH:11]=[CH:10][CH:9]=[C:8]([CH2:12][CH2:13][CH2:14][CH2:15][CH2:16][CH2:17][CH2:18][CH2:19][CH2:20][CH2:21][CH2:22][CH2:23][CH2:24][CH2:25][CH3:26])[C:4]=1[C:5]([NH:27][C:28]1[CH:29]=[CH:30][C:31]([N+:38]([O-:40])=[O:39])=[C:32]([C:34]([F:35])([F:36])[F:37])[CH:33]=1)=[O:6].